Dataset: Forward reaction prediction with 1.9M reactions from USPTO patents (1976-2016). Task: Predict the product of the given reaction. (1) Given the reactants [Cl:1][C:2]1[CH:10]=[C:9]2[C:5]([C:6]([C:20]#[N:21])=[C:7]([C:12]3[CH:13]=[N:14][CH:15]=[C:16]([CH:18]=O)[CH:17]=3)[N:8]2[CH3:11])=[CH:4][CH:3]=1.[N:22]1([CH2:27][CH2:28][NH2:29])[CH2:26][CH2:25][CH2:24][CH2:23]1, predict the reaction product. The product is: [Cl:1][C:2]1[CH:10]=[C:9]2[C:5]([C:6]([C:20]#[N:21])=[C:7]([C:12]3[CH:13]=[N:14][CH:15]=[C:16]([CH2:18][NH:29][CH2:28][CH2:27][N:22]4[CH2:26][CH2:25][CH2:24][CH2:23]4)[CH:17]=3)[N:8]2[CH3:11])=[CH:4][CH:3]=1. (2) Given the reactants [CH:1]1([O:6][C:7]2[CH:8]=[C:9]([NH:14][CH2:15][CH2:16][NH:17][C:18](=[O:24])[O:19][C:20]([CH3:23])([CH3:22])[CH3:21])[CH:10]=[CH:11][C:12]=2[CH3:13])[CH2:5][CH2:4][CH2:3][CH2:2]1.[C:25]1([C:34](=O)[NH:33][C:31](=[O:32])[NH:30][C:28]1=[O:29])=[N:26]O.O, predict the reaction product. The product is: [CH:1]1([O:6][C:7]2[C:12]([CH3:13])=[CH:11][C:10]3[N:26]=[C:25]4[C:34]([N:14]([CH2:15][CH2:16][NH:17][C:18](=[O:24])[O:19][C:20]([CH3:21])([CH3:23])[CH3:22])[C:9]=3[CH:8]=2)=[N:33][C:31](=[O:32])[NH:30][C:28]4=[O:29])[CH2:2][CH2:3][CH2:4][CH2:5]1. (3) Given the reactants [CH3:1][N:2]([CH3:9])[CH2:3][C:4]1[N:5]=[CH:6][O:7][CH:8]=1.[CH2:10]([O:12][C:13](=[O:33])[N:14]([C:22]1[CH:27]=[C:26](Br)[N:25]=[C:24]([NH2:29])[C:23]=1[N+:30]([O-:32])=[O:31])[CH2:15][C:16]1[CH:21]=[CH:20][CH:19]=[CH:18][CH:17]=1)[CH3:11], predict the reaction product. The product is: [CH2:10]([O:12][C:13](=[O:33])[N:14]([C:22]1[CH:27]=[C:26]([C:6]2[O:7][CH:8]=[C:4]([CH2:3][N:2]([CH3:9])[CH3:1])[N:5]=2)[N:25]=[C:24]([NH2:29])[C:23]=1[N+:30]([O-:32])=[O:31])[CH2:15][C:16]1[CH:17]=[CH:18][CH:19]=[CH:20][CH:21]=1)[CH3:11]. (4) Given the reactants [Br:1][C:2]1[C:20]([CH3:21])=[C:19]([N+:22]([O-])=O)[CH:18]=[C:17]([Br:25])[C:3]=1[O:4][C:5]1[CH:10]=[C:9]([CH:11]([CH3:13])[CH3:12])[C:8]([OH:14])=[C:7]([CH2:15][OH:16])[CH:6]=1.[O-]S(S([O-])=O)=O.[Na+].[Na+].C([O-])(O)=O.[Na+], predict the reaction product. The product is: [NH2:22][C:19]1[CH:18]=[C:17]([Br:25])[C:3]([O:4][C:5]2[CH:10]=[C:9]([CH:11]([CH3:13])[CH3:12])[C:8]([OH:14])=[C:7]([CH2:15][OH:16])[CH:6]=2)=[C:2]([Br:1])[C:20]=1[CH3:21]. (5) Given the reactants [Cl:1][C:2]1[CH:7]=[CH:6][CH:5]=[CH:4][C:3]=1[OH:8].[H-].[Na+].Cl[C:12]1[CH:13]=[C:14]([N:33]([CH2:41][CH:42]2[CH2:47][CH2:46][O:45][CH2:44][CH2:43]2)[C:34](=[O:40])[O:35][C:36]([CH3:39])([CH3:38])[CH3:37])[C:15]2[N:16]([C:18]([C:21]3[CH:26]=[CH:25][C:24]([C:27](=[O:32])[NH:28][CH:29]4[CH2:31][CH2:30]4)=[CH:23][CH:22]=3)=[CH:19][N:20]=2)[N:17]=1.[Cl-].[NH4+], predict the reaction product. The product is: [Cl:1][C:2]1[CH:7]=[CH:6][CH:5]=[CH:4][C:3]=1[O:8][C:12]1[CH:13]=[C:14]([N:33]([CH2:41][CH:42]2[CH2:43][CH2:44][O:45][CH2:46][CH2:47]2)[C:34](=[O:40])[O:35][C:36]([CH3:37])([CH3:38])[CH3:39])[C:15]2[N:16]([C:18]([C:21]3[CH:26]=[CH:25][C:24]([C:27](=[O:32])[NH:28][CH:29]4[CH2:30][CH2:31]4)=[CH:23][CH:22]=3)=[CH:19][N:20]=2)[N:17]=1.